This data is from Catalyst prediction with 721,799 reactions and 888 catalyst types from USPTO. The task is: Predict which catalyst facilitates the given reaction. (1) Reactant: [N+:1]([C:4]1[CH:5]=[C:6]2[C:10](=[CH:11][CH:12]=1)[NH:9][N:8]=[CH:7]2)([O-])=O. Product: [NH:9]1[C:10]2[C:6](=[CH:5][C:4]([NH2:1])=[CH:12][CH:11]=2)[CH:7]=[N:8]1. The catalyst class is: 19. (2) Reactant: [CH3:1][C:2]1[NH:6][N:5]=[C:4]([C:7]([O:9][CH2:10][CH3:11])=[O:8])[CH:3]=1.[O-][CH2:13]C.[Na+].BrC[C:18]([NH:20][C:21]1[CH:26]=[CH:25][CH:24]=[CH:23][CH:22]=1)=[O:19]. Product: [CH2:10]([O:9][C:7]([C:4]1[C:3]([CH3:13])=[C:2]([CH3:1])[N:6]([C:18](=[O:19])[NH:20][C:21]2[CH:26]=[CH:25][CH:24]=[CH:23][CH:22]=2)[N:5]=1)=[O:8])[CH3:11]. The catalyst class is: 8. (3) Reactant: [CH3:1][C:2]1([CH3:12])[O:6][CH:5]([CH2:7][CH2:8][CH2:9][CH2:10]O)[CH2:4][O:3]1.CCN(C(C)C)C(C)C.S(Cl)([Cl:24])=O.C([O-])(O)=O.[Na+]. Product: [Cl:24][CH2:10][CH2:9][CH2:8][CH2:7][CH:5]1[CH2:4][O:3][C:2]([CH3:12])([CH3:1])[O:6]1. The catalyst class is: 85. (4) Reactant: [F:1][C:2]1[C:7]([F:8])=[CH:6][CH:5]=[CH:4][C:3]=1[C:9]1[CH2:10][CH2:11][N:12]([CH2:15][CH2:16][CH3:17])[CH2:13][CH:14]=1.Cl. Product: [F:1][C:2]1[C:7]([F:8])=[CH:6][CH:5]=[CH:4][C:3]=1[CH:9]1[CH2:14][CH2:13][N:12]([CH2:15][CH2:16][CH3:17])[CH2:11][CH2:10]1. The catalyst class is: 43. (5) Reactant: [C:1]([Cl:6])(=O)[C:2](Cl)=[O:3].[C:7]([N:11]1C(=O)C(O)=[C:13]([C:18]2[CH:23]=[CH:22][CH:21]=[CH:20][CH:19]=2)[S:12]1(=[O:25])=[O:24])([CH3:10])([CH3:9])[CH3:8].CN(C=O)C. Product: [C:7]([N:11]1[C:2](=[O:3])[C:1]([Cl:6])=[C:13]([C:18]2[CH:23]=[CH:22][CH:21]=[CH:20][CH:19]=2)[S:12]1(=[O:25])=[O:24])([CH3:10])([CH3:8])[CH3:9]. The catalyst class is: 2. (6) Reactant: FC1C=CC=C(F)C=1CN.C1([N+]#[C-])CCCCC1.[CH:19]1([NH:25][C:26]([CH:28]2[C:34]3[CH:35]=[C:36]([Br:39])[CH:37]=[CH:38][C:33]=3[O:32][CH:31]([CH:40](C)[CH3:41])[C:30](=[O:43])[N:29]2[CH2:44][C:45]2[C:50]([F:51])=[CH:49][CH:48]=[CH:47][C:46]=2[F:52])=[O:27])[CH2:24][CH2:23][CH2:22][CH2:21][CH2:20]1. Product: [CH:19]1([NH:25][C:26]([CH:28]2[C:34]3[CH:35]=[C:36]([Br:39])[CH:37]=[CH:38][C:33]=3[O:32][CH:31]([CH2:40][CH3:41])[C:30](=[O:43])[N:29]2[CH2:44][C:45]2[C:46]([F:52])=[CH:47][CH:48]=[CH:49][C:50]=2[F:51])=[O:27])[CH2:20][CH2:21][CH2:22][CH2:23][CH2:24]1. The catalyst class is: 5. (7) The catalyst class is: 9. Product: [N:34]([CH2:6][CH:7]1[O:11][C:10](=[O:12])[N:9]([C:13]2[CH:22]=[C:21]3[C:16]([CH:17]=[C:18]([C:24]4[CH:29]=[CH:28][CH:27]=[CH:26][C:25]=4[C:30]([F:31])([F:32])[F:33])[NH:19][C:20]3=[O:23])=[CH:15][CH:14]=2)[CH2:8]1)=[N+:35]=[N-:36]. Reactant: CS(O[CH2:6][CH:7]1[O:11][C:10](=[O:12])[N:9]([C:13]2[CH:22]=[C:21]3[C:16]([CH:17]=[C:18]([C:24]4[CH:29]=[CH:28][CH:27]=[CH:26][C:25]=4[C:30]([F:33])([F:32])[F:31])[NH:19][C:20]3=[O:23])=[CH:15][CH:14]=2)[CH2:8]1)(=O)=O.[N-:34]=[N+:35]=[N-:36].[Na+].O.